Dataset: Orexin1 receptor HTS with 218,158 compounds and 233 confirmed actives. Task: Binary Classification. Given a drug SMILES string, predict its activity (active/inactive) in a high-throughput screening assay against a specified biological target. (1) The drug is Clc1ccc(n2nc(c(C(O)(CSc3n(ccn3)C)C(F)(F)F)c2N)C)cc1. The result is 0 (inactive). (2) The compound is Clc1ccc(OCCN(C(=O)c2cc(S(=O)(=O)N3CCCCCC3)ccc2OC)C)cc1. The result is 0 (inactive). (3) The compound is Clc1cc(NC(=O)Nc2n(ncc2)C)ccc1. The result is 0 (inactive). (4) The drug is Clc1ccc(n2c(c(C(=O)CN3CCCC3)cc2C)C)cc1. The result is 0 (inactive). (5) The molecule is O1C(CCC1)CNC(=O)C(=O)Nc1ccc(cc1)C(OC)=O. The result is 0 (inactive). (6) The compound is s1nnc(c2ccccc2)c1C(=O)N(C)C. The result is 0 (inactive). (7) The drug is Clc1ccc(C2C(=C(NC(SCSC)=C2C#N)C)C(=O)C)cc1. The result is 0 (inactive). (8) The molecule is Clc1c(OCC(=O)N2CCN(CC2)c2c(F)cccc2)cccc1. The result is 0 (inactive).